From a dataset of Forward reaction prediction with 1.9M reactions from USPTO patents (1976-2016). Predict the product of the given reaction. (1) Given the reactants [C:1]([NH2:4])(=[S:3])[CH3:2].C([O-])([O-])=O.[K+].[K+].[C:11](Cl)(=[O:21])[C:12]1[C:13](=[CH:17][CH:18]=[CH:19][CH:20]=1)[C:14](Cl)=[O:15], predict the reaction product. The product is: [C:1]([N:4]1[C:14](=[O:15])[C:13]2[C:12](=[CH:20][CH:19]=[CH:18][CH:17]=2)[C:11]1=[O:21])(=[S:3])[CH3:2]. (2) Given the reactants O1CCCCC1[O:7][CH2:8][CH2:9][O:10][C:11](=[O:44])[O:12][CH:13]([N:15]1[N:19]=[C:18]([C:20]2[CH:25]=[CH:24][CH:23]=[C:22]([O:26][CH2:27][C:28]3[CH:33]=[C:32]([C:34]([F:37])([F:36])[F:35])[CH:31]=[CH:30][C:29]=3[C:38]([F:41])([F:40])[F:39])[CH:21]=2)[C:17]([C:42]#[N:43])=[N:16]1)[CH3:14].Cl, predict the reaction product. The product is: [OH:7][CH2:8][CH2:9][O:10][C:11](=[O:44])[O:12][CH:13]([N:15]1[N:19]=[C:18]([C:20]2[CH:25]=[CH:24][CH:23]=[C:22]([O:26][CH2:27][C:28]3[CH:33]=[C:32]([C:34]([F:36])([F:35])[F:37])[CH:31]=[CH:30][C:29]=3[C:38]([F:40])([F:39])[F:41])[CH:21]=2)[C:17]([C:42]#[N:43])=[N:16]1)[CH3:14]. (3) Given the reactants [CH2:1]([N:3]1[C:7]2[CH:8]=[C:9]([C:12]([F:15])([F:14])[F:13])[CH:10]=[CH:11][C:6]=2[N:5]=[C:4]1[C@H:16]([NH:18][S:19]([C:22]1[N:26]([CH3:27])[C:25]([C:28]([OH:30])=O)=[CH:24][CH:23]=1)(=[O:21])=[O:20])[CH3:17])[CH3:2].C[N:32](C(ON1N=NC2C=CC=NC1=2)=[N+](C)C)C.F[P-](F)(F)(F)(F)F.CN1CCOCC1.N.CO, predict the reaction product. The product is: [CH2:1]([N:3]1[C:7]2[CH:8]=[C:9]([C:12]([F:13])([F:14])[F:15])[CH:10]=[CH:11][C:6]=2[N:5]=[C:4]1[C@H:16]([NH:18][S:19]([C:22]1[N:26]([CH3:27])[C:25]([C:28]([NH2:32])=[O:30])=[CH:24][CH:23]=1)(=[O:20])=[O:21])[CH3:17])[CH3:2].